Dataset: Reaction yield outcomes from USPTO patents with 853,638 reactions. Task: Predict the reaction yield, written as a fraction of the theoretical maximum amount of product (1.0 means a 100% yield; for example, 0.34 means a 34% yield). (1) The reactants are [CH3:1][C:2]1[C:7]([C:8]([OH:10])=O)=[CH:6][N:5]=[C:4]([C:11]2[CH:16]=[CH:15][CH:14]=[CH:13][N:12]=2)[N:3]=1.CN(C(ON1N=NC2C=CC=NC1=2)=[N+](C)C)C.F[P-](F)(F)(F)(F)F.CCN(C(C)C)C(C)C.[NH2:50][N:51]1[C:59]2[C:54](=[CH:55][C:56]([F:60])=[CH:57][CH:58]=2)[C:53]([CH2:61][C:62]([CH3:65])([OH:64])[CH3:63])=[CH:52]1. The catalyst is CN(C=O)C.CCOC(C)=O. The product is [F:60][C:56]1[CH:55]=[C:54]2[C:59](=[CH:58][CH:57]=1)[N:51]([NH:50][C:8]([C:7]1[C:2]([CH3:1])=[N:3][C:4]([C:11]3[CH:16]=[CH:15][CH:14]=[CH:13][N:12]=3)=[N:5][CH:6]=1)=[O:10])[CH:52]=[C:53]2[CH2:61][C:62]([OH:64])([CH3:63])[CH3:65]. The yield is 0.810. (2) The reactants are Cl.[NH2:2][C:3]([CH3:11])([CH3:10])[CH2:4][C:5]([O:7][CH2:8][CH3:9])=[O:6].C(N(CC)CC)C.Cl[C:20](=[O:27])[CH2:21][C:22]([O:24][CH2:25][CH3:26])=[O:23]. The catalyst is C(Cl)Cl. The product is [CH2:25]([O:24][C:22](=[O:23])[CH2:21][C:20]([NH:2][C:3]([CH3:11])([CH3:10])[CH2:4][C:5]([O:7][CH2:8][CH3:9])=[O:6])=[O:27])[CH3:26]. The yield is 0.970.